This data is from Aqueous solubility values for 9,982 compounds from the AqSolDB database. The task is: Regression/Classification. Given a drug SMILES string, predict its absorption, distribution, metabolism, or excretion properties. Task type varies by dataset: regression for continuous measurements (e.g., permeability, clearance, half-life) or binary classification for categorical outcomes (e.g., BBB penetration, CYP inhibition). For this dataset (solubility_aqsoldb), we predict Y. (1) The compound is CC/C=C/CCCCCCC. The Y is -5.19 log mol/L. (2) The compound is O=C(O)C(Br)Br. The Y is 0.986 log mol/L. (3) The molecule is Oc1ccc(O)cc1. The Y is -0.197 log mol/L.